Task: Regression. Given a peptide amino acid sequence and an MHC pseudo amino acid sequence, predict their binding affinity value. This is MHC class II binding data.. Dataset: Peptide-MHC class II binding affinity with 134,281 pairs from IEDB (1) The binding affinity (normalized) is 0.111. The peptide sequence is NLADAVSKAPQLVPK. The MHC is HLA-DPA10103-DPB10201 with pseudo-sequence HLA-DPA10103-DPB10201. (2) The peptide sequence is VLEWRFDSRLAFHHV. The MHC is HLA-DQA10101-DQB10501 with pseudo-sequence HLA-DQA10101-DQB10501. The binding affinity (normalized) is 0.398.